Dataset: Forward reaction prediction with 1.9M reactions from USPTO patents (1976-2016). Task: Predict the product of the given reaction. (1) The product is: [ClH:34].[ClH:36].[C:1]([NH:5][C:6](=[O:35])[C:7]1[CH:12]=[CH:11][CH:10]=[C:9]([O:13][C:14]2[CH:19]=[CH:18][C:17]([NH:20][C:21]3[C:31]4[CH:30]=[C:29]([CH2:32][NH:37][CH2:38][CH2:39][S:40]([C:43]([CH3:47])([CH3:46])[CH2:44][OH:45])(=[O:42])=[O:41])[CH2:28][CH2:27][NH:26][C:25]=4[N:24]=[CH:23][N:22]=3)=[CH:16][C:15]=2[Cl:34])[CH:8]=1)([CH3:4])([CH3:3])[CH3:2]. Given the reactants [C:1]([NH:5][C:6](=[O:35])[C:7]1[CH:12]=[CH:11][CH:10]=[C:9]([O:13][C:14]2[CH:19]=[CH:18][C:17]([NH:20][C:21]3[C:31]4[CH:30]=[C:29]([CH:32]=O)[CH2:28][CH2:27][NH:26][C:25]=4[N:24]=[CH:23][N:22]=3)=[CH:16][C:15]=2[Cl:34])[CH:8]=1)([CH3:4])([CH3:3])[CH3:2].[ClH:36].[NH2:37][CH2:38][CH2:39][S:40]([C:43]([CH3:47])([CH3:46])[CH2:44][OH:45])(=[O:42])=[O:41].C(O[BH-](OC(=O)C)OC(=O)C)(=O)C.[Na+].C(=O)(O)[O-].[Na+].Cl.C(OCC)(=O)C, predict the reaction product. (2) Given the reactants [CH3:1][C:2]1[CH:3]=[N:4][N:5]([CH2:7][C:8]2[CH:24]=[CH:23][C:11]([CH2:12][N:13]3[CH:17]=[C:16]([C:18]([O:20]CC)=[O:19])[CH:15]=[N:14]3)=[CH:10][CH:9]=2)[CH:6]=1.[OH-].[Li+], predict the reaction product. The product is: [CH3:1][C:2]1[CH:3]=[N:4][N:5]([CH2:7][C:8]2[CH:24]=[CH:23][C:11]([CH2:12][N:13]3[CH:17]=[C:16]([C:18]([OH:20])=[O:19])[CH:15]=[N:14]3)=[CH:10][CH:9]=2)[CH:6]=1. (3) Given the reactants C(OC([N:8]1[CH2:12][C@@H:11]([CH2:13][C:14]2[CH:19]=[CH:18][CH:17]=[CH:16][CH:15]=2)[C@@H:10]([CH2:20][N:21]([S:29]([C:32]2[CH:37]=[CH:36][CH:35]=[CH:34][CH:33]=2)(=[O:31])=[O:30])[C:22]2[CH:27]=[CH:26][C:25]([Cl:28])=[CH:24][CH:23]=2)[CH2:9]1)=O)(C)(C)C.Cl, predict the reaction product. The product is: [ClH:28].[CH2:13]([C@H:11]1[CH2:12][NH:8][CH2:9][C@@H:10]1[CH2:20][N:21]([C:22]1[CH:23]=[CH:24][C:25]([Cl:28])=[CH:26][CH:27]=1)[S:29]([C:32]1[CH:37]=[CH:36][CH:35]=[CH:34][CH:33]=1)(=[O:31])=[O:30])[C:14]1[CH:19]=[CH:18][CH:17]=[CH:16][CH:15]=1. (4) Given the reactants [O:1]1CCO[CH:2]1[C:6]1[CH:7]=[C:8]([N:12]2[C:20]3[C:15](=[CH:16][CH:17]=[CH:18][CH:19]=3)[CH:14]=[C:13]2[CH3:21])[CH:9]=[CH:10][CH:11]=1.Cl.O, predict the reaction product. The product is: [CH3:21][C:13]1[N:12]([C:8]2[CH:7]=[C:6]([CH:11]=[CH:10][CH:9]=2)[CH:2]=[O:1])[C:20]2[C:15]([CH:14]=1)=[CH:16][CH:17]=[CH:18][CH:19]=2. (5) The product is: [F:15][C:16]1[CH:21]=[C:20]([C:2]2[CH:14]=[CH:13][CH:12]=[CH:11][C:3]=2[O:4][C@@H:5]2[CH2:10][CH2:9][CH2:8][NH:7][CH2:6]2)[CH:19]=[CH:18][C:17]=1[C:31]1[CH:36]=[N:35][C:34]([NH2:37])=[N:33][CH:32]=1. Given the reactants Br[C:2]1[CH:14]=[CH:13][CH:12]=[CH:11][C:3]=1[O:4][C@@H:5]1[CH2:10][CH2:9][CH2:8][NH:7][CH2:6]1.[F:15][C:16]1[CH:21]=[C:20](B2OC(C)(C)C(C)(C)O2)[CH:19]=[CH:18][C:17]=1[C:31]1[CH:32]=[N:33][C:34]([NH2:37])=[N:35][CH:36]=1, predict the reaction product. (6) The product is: [Br:1][CH2:2][CH2:3][CH2:4][CH2:5][CH2:6][O:7][C:8]1[CH:9]=[C:10]2[C:15](=[CH:16][CH:17]=1)[N:14]([CH3:19])[C:13](=[O:18])[CH:12]=[CH:11]2. Given the reactants [Br:1][CH2:2][CH2:3][CH2:4][CH2:5][CH2:6][O:7][C:8]1[CH:9]=[C:10]2[C:15](=[CH:16][CH:17]=1)[NH:14][C:13](=[O:18])[CH:12]=[CH:11]2.[CH3:19]I, predict the reaction product. (7) Given the reactants Cl[C:2]1[C:11]2[C:6](=[CH:7][CH:8]=[C:9]([O:12][CH2:13][C:14]#[N:15])[CH:10]=2)[N:5]=[CH:4][CH:3]=1.[S-2:16].[Na+].[Na+], predict the reaction product. The product is: [SH:16][C:2]1[C:11]2[C:6](=[CH:7][CH:8]=[C:9]([O:12][CH2:13][C:14]#[N:15])[CH:10]=2)[N:5]=[CH:4][CH:3]=1. (8) Given the reactants C1(S([N:10]2[C:18]3[C:13](=[CH:14][C:15]([C@H:20]([NH2:22])[CH3:21])=[CH:16][C:17]=3[F:19])[CH:12]=[C:11]2[CH3:23])(=O)=O)C=CC=CC=1.CO.[OH-].[Na+], predict the reaction product. The product is: [F:19][C:17]1[CH:16]=[C:15]([C@H:20]([NH2:22])[CH3:21])[CH:14]=[C:13]2[C:18]=1[NH:10][C:11]([CH3:23])=[CH:12]2. (9) Given the reactants C(OC([N:8]1[CH2:13][CH2:12][CH:11]([N:14]2[CH:18]=[C:17]([C:19]3[CH:20]=[N:21][C:22]([NH2:35])=[C:23]([C:25]4[CH:34]=[CH:33][C:32]5[C:27](=[CH:28][CH:29]=[CH:30][CH:31]=5)[CH:26]=4)[CH:24]=3)[CH:16]=[N:15]2)[CH2:10][CH2:9]1)=O)(C)(C)C.O1CCOCC1.[ClH:42], predict the reaction product. The product is: [ClH:42].[ClH:42].[ClH:42].[CH:26]1[C:27]2[C:32](=[CH:31][CH:30]=[CH:29][CH:28]=2)[CH:33]=[CH:34][C:25]=1[C:23]1[C:22]([NH2:35])=[N:21][CH:20]=[C:19]([C:17]2[CH:16]=[N:15][N:14]([CH:11]3[CH2:10][CH2:9][NH:8][CH2:13][CH2:12]3)[CH:18]=2)[CH:24]=1. (10) The product is: [Cl:1][C:2]1[CH:7]=[CH:6][CH:5]=[C:4]([Cl:8])[C:3]=1[NH:9][C:10]([NH:12][C:13]1[C:22]2[C:17](=[CH:18][C:19]([O:25][CH2:26][CH:27]3[CH2:32][CH2:31][N:30]([CH3:33])[CH2:29][CH2:28]3)=[C:20]([O:23][CH3:24])[CH:21]=2)[N:16]=[CH:15][N:14]=1)=[O:11]. Given the reactants [Cl:1][C:2]1[CH:7]=[CH:6][CH:5]=[C:4]([Cl:8])[C:3]=1[N:9]=[C:10]=[O:11].[NH2:12][C:13]1[C:22]2[C:17](=[CH:18][C:19]([O:25][CH2:26][CH:27]3[CH2:32][CH2:31][N:30]([CH3:33])[CH2:29][CH2:28]3)=[C:20]([O:23][CH3:24])[CH:21]=2)[N:16]=[CH:15][N:14]=1, predict the reaction product.